Predict the product of the given reaction. From a dataset of Forward reaction prediction with 1.9M reactions from USPTO patents (1976-2016). (1) Given the reactants [Cl-].[Al+3].[Cl-].[Cl-].[NH2:5][C:6]1[C:11]([Cl:12])=[CH:10][CH:9]=[C:8]([O:13]C)[C:7]=1[C:15](=[O:18])[CH2:16]Cl.Cl.CO, predict the reaction product. The product is: [NH2:5][C:6]1[C:7]2[C:15](=[O:18])[CH2:16][O:13][C:8]=2[CH:9]=[CH:10][C:11]=1[Cl:12]. (2) Given the reactants [Cl:1][C:2]1[N:10]=[C:9]2[C:5]([N:6]=[CH:7][N:8]2[C@@H:11]2[CH2:15][C@H:14]([NH:16][C:17]([CH:19]3[CH2:22][CH2:21]C3)=[O:18])[C@@H:13]([OH:23])[C@H:12]2[OH:24])=[C:4]([NH:25][CH2:26][CH:27]([C:34]2[CH:39]=[CH:38][CH:37]=[CH:36][CH:35]=2)[C:28]2[CH:33]=[CH:32][CH:31]=[CH:30][CH:29]=2)[N:3]=1.Cl.N[C@H]1C[C@@H](N2C=NC3C2=NC(Cl)=NC=3NCC(C2C=CC=CC=2)C2C=CC=CC=2)[C@H](O)[C@@H]1O.ClC1N=C2C(N=CN2)=C(NCC(C2C=CC=CC=2)C2C=CC=CC=2)N=1.[O:99]1C(C(Cl)=O)=CC=[N:100]1, predict the reaction product. The product is: [Cl:1][C:2]1[N:10]=[C:9]2[C:5]([N:6]=[CH:7][N:8]2[C@@H:11]2[CH2:15][C@H:14]([NH:16][C:17]([C:19]3[O:99][N:100]=[CH:21][CH:22]=3)=[O:18])[C@@H:13]([OH:23])[C@H:12]2[OH:24])=[C:4]([NH:25][CH2:26][CH:27]([C:28]2[CH:29]=[CH:30][CH:31]=[CH:32][CH:33]=2)[C:34]2[CH:35]=[CH:36][CH:37]=[CH:38][CH:39]=2)[N:3]=1.